From a dataset of Full USPTO retrosynthesis dataset with 1.9M reactions from patents (1976-2016). Predict the reactants needed to synthesize the given product. (1) Given the product [CH2:26]1[C:27]2([CH2:32][CH2:31][N:30]([C:2]3[CH:11]=[C:10]4[C:5]([CH:6]=[CH:7][C:8]([C:12]([OH:14])=[O:13])=[N:9]4)=[CH:4][CH:3]=3)[CH2:29][CH2:28]2)[CH2:22][CH2:23][O:24][CH2:25]1, predict the reactants needed to synthesize it. The reactants are: Br[C:2]1[CH:11]=[C:10]2[C:5]([CH:6]=[CH:7][C:8]([C:12]([O:14]C)=[O:13])=[N:9]2)=[CH:4][CH:3]=1.C([O-])([O-])=O.[Cs+].[Cs+].[CH2:22]1[C:27]2([CH2:32][CH2:31][NH:30][CH2:29][CH2:28]2)[CH2:26][CH2:25][O:24][CH2:23]1. (2) Given the product [F:20][C:21]([F:31])([F:32])[C:22]1[CH:27]=[CH:26][C:25]([NH:28][C:29]([O:1][CH2:2][CH2:3][C:4]2[CH:5]=[C:6]([CH:17]=[CH:18][CH:19]=2)[CH2:7][CH:8]([C:9]([O:11][CH3:12])=[O:10])[C:13]([O:15][CH3:16])=[O:14])=[O:30])=[CH:24][CH:23]=1, predict the reactants needed to synthesize it. The reactants are: [OH:1][CH2:2][CH2:3][C:4]1[CH:5]=[C:6]([CH:17]=[CH:18][CH:19]=1)[CH2:7][CH:8]([C:13]([O:15][CH3:16])=[O:14])[C:9]([O:11][CH3:12])=[O:10].[F:20][C:21]([F:32])([F:31])[C:22]1[CH:27]=[CH:26][C:25]([N:28]=[C:29]=[O:30])=[CH:24][CH:23]=1.